This data is from Full USPTO retrosynthesis dataset with 1.9M reactions from patents (1976-2016). The task is: Predict the reactants needed to synthesize the given product. (1) Given the product [CH2:1]([S:3]([N:6]1[CH2:7][CH2:8][CH:9]([C:12]2[C:20]3[C:15](=[C:16]([C:33]([NH2:35])=[O:34])[CH:17]=[C:18]([C:21]4[CH:22]=[C:23]5[C:27](=[CH:28][CH:29]=4)[CH2:26][N:25]([CH:30]([CH3:31])[CH2:32][CH3:36])[CH2:24]5)[CH:19]=3)[NH:14][CH:13]=2)[CH2:10][CH2:11]1)(=[O:4])=[O:5])[CH3:2], predict the reactants needed to synthesize it. The reactants are: [CH2:1]([S:3]([N:6]1[CH2:11][CH2:10][CH:9]([C:12]2[C:20]3[C:15](=[C:16]([C:33]([NH2:35])=[O:34])[CH:17]=[C:18]([C:21]4[CH:22]=[C:23]5[C:27](=[CH:28][CH:29]=4)[CH2:26][N:25]([CH:30]([CH3:32])[CH3:31])[CH2:24]5)[CH:19]=3)[NH:14][CH:13]=2)[CH2:8][CH2:7]1)(=[O:5])=[O:4])[CH3:2].[CH3:36]C(=O)C. (2) The reactants are: [O:1]1[C:5]2([CH2:10][CH2:9][CH:8]([OH:11])[CH2:7][CH2:6]2)[O:4][CH2:3][CH2:2]1.C1N2CCN(CC2)C1.[C:20]1([CH3:30])[CH:25]=[CH:24][C:23]([S:26](Cl)(=[O:28])=[O:27])=[CH:22][CH:21]=1. Given the product [O:1]1[C:5]2([CH2:10][CH2:9][CH:8]([O:11][S:26]([C:23]3[CH:24]=[CH:25][C:20]([CH3:30])=[CH:21][CH:22]=3)(=[O:28])=[O:27])[CH2:7][CH2:6]2)[O:4][CH2:3][CH2:2]1, predict the reactants needed to synthesize it. (3) The reactants are: OC[C:3]1[CH:16]=[N:15][C:6]2[N:7]([CH:12]([CH3:14])[CH3:13])[CH2:8][C:9](=[O:11])[NH:10][C:5]=2[CH:4]=1.[I-].C(C[P+](C)(C)C)#N.C[CH2:26][N:27]([CH:31]([CH3:33])C)[CH:28]([CH3:30])C.Cl.[Cl:35][C:36]1[CH:41]=[CH:40][C:39]([C:42]2CCNCC=2)=[CH:38][CH:37]=1. Given the product [Cl:35][C:36]1[CH:41]=[CH:40][C:39]([C:42]2[CH2:30][CH2:28][N:27]([CH2:26][N:10]3[C:9](=[O:11])[CH2:8][N:7]([CH:12]([CH3:13])[CH3:14])[C:6]4[N:15]=[CH:16][CH:3]=[CH:4][C:5]3=4)[CH2:31][CH:33]=2)=[CH:38][CH:37]=1, predict the reactants needed to synthesize it. (4) Given the product [F:1][C:2]1[CH:3]=[CH:4][C:5]([N:8]2[C:16]3[C:11](=[CH:12][C:13]([CH:17]([C:24]4[CH:25]=[CH:26][CH:27]=[CH:28][CH:29]=4)[CH:18]([CH2:22][CH3:23])[CH2:19][NH2:21])=[CH:14][CH:15]=3)[CH:10]=[N:9]2)=[CH:6][CH:7]=1, predict the reactants needed to synthesize it. The reactants are: [F:1][C:2]1[CH:7]=[CH:6][C:5]([N:8]2[C:16]3[C:11](=[CH:12][C:13]([CH:17]([C:24]4[CH:29]=[CH:28][CH:27]=[CH:26][CH:25]=4)[CH:18]([CH2:22][CH3:23])[C:19]([NH2:21])=O)=[CH:14][CH:15]=3)[CH:10]=[N:9]2)=[CH:4][CH:3]=1.[H-].[Al+3].[Li+].[H-].[H-].[H-].C(OCC)C.